From a dataset of NCI-60 drug combinations with 297,098 pairs across 59 cell lines. Regression. Given two drug SMILES strings and cell line genomic features, predict the synergy score measuring deviation from expected non-interaction effect. (1) Drug 1: CC12CCC3C(C1CCC2=O)CC(=C)C4=CC(=O)C=CC34C. Drug 2: CC1C(C(CC(O1)OC2CC(CC3=C2C(=C4C(=C3O)C(=O)C5=C(C4=O)C(=CC=C5)OC)O)(C(=O)CO)O)N)O.Cl. Cell line: SF-295. Synergy scores: CSS=36.6, Synergy_ZIP=-0.0941, Synergy_Bliss=-0.880, Synergy_Loewe=-4.97, Synergy_HSA=-0.343. (2) Drug 1: C1=CC=C(C=C1)NC(=O)CCCCCCC(=O)NO. Drug 2: C1=NNC2=C1C(=O)NC=N2. Cell line: NCI-H226. Synergy scores: CSS=5.78, Synergy_ZIP=-2.54, Synergy_Bliss=-0.673, Synergy_Loewe=-0.860, Synergy_HSA=-0.870. (3) Drug 1: CS(=O)(=O)CCNCC1=CC=C(O1)C2=CC3=C(C=C2)N=CN=C3NC4=CC(=C(C=C4)OCC5=CC(=CC=C5)F)Cl. Drug 2: CN(CC1=CN=C2C(=N1)C(=NC(=N2)N)N)C3=CC=C(C=C3)C(=O)NC(CCC(=O)O)C(=O)O. Cell line: MALME-3M. Synergy scores: CSS=15.2, Synergy_ZIP=-4.81, Synergy_Bliss=-0.141, Synergy_Loewe=-13.5, Synergy_HSA=1.23. (4) Drug 1: CCC(=C(C1=CC=CC=C1)C2=CC=C(C=C2)OCCN(C)C)C3=CC=CC=C3.C(C(=O)O)C(CC(=O)O)(C(=O)O)O. Drug 2: CN1C2=C(C=C(C=C2)N(CCCl)CCCl)N=C1CCCC(=O)O.Cl. Cell line: PC-3. Synergy scores: CSS=1.40, Synergy_ZIP=-1.25, Synergy_Bliss=-3.66, Synergy_Loewe=-3.73, Synergy_HSA=-5.00. (5) Drug 1: C1C(C(OC1N2C=NC3=C(N=C(N=C32)Cl)N)CO)O. Drug 2: CC(C)CN1C=NC2=C1C3=CC=CC=C3N=C2N. Cell line: HCT116. Synergy scores: CSS=63.7, Synergy_ZIP=5.04, Synergy_Bliss=1.57, Synergy_Loewe=-1.04, Synergy_HSA=1.19.